From a dataset of Reaction yield outcomes from USPTO patents with 853,638 reactions. Predict the reaction yield, written as a fraction of the theoretical maximum amount of product (1.0 means a 100% yield; for example, 0.34 means a 34% yield). (1) The reactants are C([Si]([O:8][CH2:9][CH2:10][CH2:11][O:12][C:13]1[CH:18]=[CH:17][C:16]([Cl:19])=[CH:15][C:14]=1[N+:20]([O-])=O)(C)C)(C)(C)C.[Cl-].[NH4+]. The catalyst is C(O)C.O.[Fe]. The product is [NH2:20][C:14]1[CH:15]=[C:16]([Cl:19])[CH:17]=[CH:18][C:13]=1[O:12][CH2:11][CH2:10][CH2:9][OH:8]. The yield is 0.870. (2) The reactants are C(N(CC)C(C)C)(C)C.[F:10][C:11]1[CH:19]=[C:18]([C:20]2[CH:21]=[N:22][C:23]3[N:24]([C:26]([CH2:29][C:30]4[CH:31]=[C:32]5[C:37](=[CH:38][CH:39]=4)[N:36]=[CH:35][CH:34]=[CH:33]5)=[CH:27][N:28]=3)[N:25]=2)[CH:17]=[CH:16][C:12]=1[C:13](O)=[O:14].Cl.[NH2:41][C@@H:42]([C:50]([CH3:53])([CH3:52])[CH3:51])[C:43]([O:45][C:46]([CH3:49])([CH3:48])[CH3:47])=[O:44].F[P-](F)(F)(F)(F)F.N1(O[P+](N(C)C)(N(C)C)N(C)C)C2C=CC=CC=2N=N1. The catalyst is CN(C)C=O.C(#N)C. The product is [F:10][C:11]1[CH:19]=[C:18]([C:20]2[CH:21]=[N:22][C:23]3[N:24]([C:26]([CH2:29][C:30]4[CH:31]=[C:32]5[C:37](=[CH:38][CH:39]=4)[N:36]=[CH:35][CH:34]=[CH:33]5)=[CH:27][N:28]=3)[N:25]=2)[CH:17]=[CH:16][C:12]=1[C:13]([NH:41][C@@H:42]([C:50]([CH3:53])([CH3:52])[CH3:51])[C:43]([O:45][C:46]([CH3:48])([CH3:47])[CH3:49])=[O:44])=[O:14]. The yield is 0.720. (3) The reactants are COC(=O)NC1([C:14]([N:16]2[CH2:20][CH2:19][CH2:18][CH:17]2[C:21]2[NH:22][C:23]([C:26]3[CH:31]=[CH:30][C:29]([C:32]4[CH:41]=[CH:40][C:39]5[C:34](=[CH:35][CH:36]=[C:37]([C:42]6[NH:43][C:44]([CH:47]7[CH2:51][CH2:50][CH2:49][N:48]7[C:52](=[O:62])[CH:53]([NH:57][C:58]([O:60][CH3:61])=[O:59])[CH:54]([CH3:56])[CH3:55])=[N:45][CH:46]=6)[CH:38]=5)[CH:33]=4)=[CH:28][CH:27]=3)=[CH:24][N:25]=2)=[O:15])CC2C(=CC=CC=2)C1.N[C:65]1(C(O)=O)[CH2:73][C:72]2[C:67](=[CH:68][CH:69]=[CH:70][CH:71]=2)[CH2:66]1. No catalyst specified. The product is [CH3:61][O:60][C:58](=[O:59])[NH:57][C:73]1([C:14]([N:16]2[CH2:20][CH2:19][CH2:18][CH:17]2[C:21]2[NH:22][C:23]([C:26]3[CH:31]=[CH:30][C:29]([C:32]4[CH:41]=[CH:40][C:39]5[C:34](=[CH:35][CH:36]=[C:37]([C:42]6[NH:43][C:44]([CH:47]7[CH2:51][CH2:50][CH2:49][N:48]7[C:52](=[O:62])[CH:53]([NH:57][C:58]([O:60][CH3:61])=[O:59])[CH:54]([CH3:56])[CH3:55])=[N:45][CH:46]=6)[CH:38]=5)[CH:33]=4)=[CH:28][CH:27]=3)=[CH:24][N:25]=2)=[O:15])[C:72]2[C:67](=[CH:68][CH:69]=[CH:70][CH:71]=2)[CH2:66][CH2:65]1. The yield is 0.380. (4) The reactants are [CH2:1]([N:8]1[CH2:12][CH2:11][C:10](=[C:13]([C:15]2([O:18][Si:19]([C:22]([CH3:25])([CH3:24])[CH3:23])([CH3:21])[CH3:20])[CH2:17][CH2:16]2)[OH:14])[CH2:9]1)[C:2]1[CH:7]=[CH:6][CH:5]=[CH:4][CH:3]=1.N1C(C)=CC=CC=1C.[Si:34](OS(C(F)(F)F)(=O)=O)([C:37]([CH3:40])([CH3:39])[CH3:38])([CH3:36])[CH3:35]. The catalyst is C(Cl)Cl. The product is [CH2:1]([N:8]1[CH2:12][CH2:11][C:10](=[C:13]([C:15]2([O:18][Si:19]([C:22]([CH3:25])([CH3:24])[CH3:23])([CH3:20])[CH3:21])[CH2:17][CH2:16]2)[O:14][Si:34]([C:37]([CH3:40])([CH3:39])[CH3:38])([CH3:36])[CH3:35])[CH2:9]1)[C:2]1[CH:3]=[CH:4][CH:5]=[CH:6][CH:7]=1. The yield is 0.210. (5) The reactants are [N+:1]([C:4]1[CH:28]=[C:27]([O:29][CH3:30])[C:26]([O:31][CH3:32])=[CH:25][C:5]=1[C:6]1[O:7][C:8]2[C:13]([C:14](=[O:16])[CH:15]=1)=[C:12]([O:17][CH3:18])[C:11]([O:19][CH3:20])=[C:10]([O:21][CH3:22])[C:9]=2[O:23][CH3:24])([O-])=O. The catalyst is Cl.CO.[Fe]. The product is [NH2:1][C:4]1[CH:28]=[C:27]([O:29][CH3:30])[C:26]([O:31][CH3:32])=[CH:25][C:5]=1[C:6]1[O:7][C:8]2[C:13]([C:14](=[O:16])[CH:15]=1)=[C:12]([O:17][CH3:18])[C:11]([O:19][CH3:20])=[C:10]([O:21][CH3:22])[C:9]=2[O:23][CH3:24]. The yield is 0.520.